From a dataset of Forward reaction prediction with 1.9M reactions from USPTO patents (1976-2016). Predict the product of the given reaction. (1) Given the reactants [CH:1]([C:4]1[N:5]=[C:6]2[CH:11]=[C:10]([C:12]#[N:13])[CH:9]=[CH:8][N:7]2[CH:14]=1)([CH3:3])[CH3:2].Cl[S:16]([O:19][Si](C)(C)C)(=[O:18])=[O:17], predict the reaction product. The product is: [C:12]([C:10]1[CH:9]=[CH:8][N:7]2[C:14]([S:16]([OH:19])(=[O:18])=[O:17])=[C:4]([CH:1]([CH3:3])[CH3:2])[N:5]=[C:6]2[CH:11]=1)#[N:13]. (2) Given the reactants Br[CH2:2][C:3]([C@H:5]1[CH2:10][CH2:9][C@H:8]([CH3:11])[CH2:7][CH2:6]1)=O.[C:12]([O:16][C:17](=[O:32])[CH2:18][CH2:19][N:20]([CH2:24][C:25]1[S:26][C:27]([CH2:30][CH3:31])=[CH:28][CH:29]=1)[C:21]([NH2:23])=[S:22])([CH3:15])([CH3:14])[CH3:13], predict the reaction product. The product is: [C:12]([O:16][C:17](=[O:32])[CH2:18][CH2:19][N:20]([C:21]1[S:22][CH:2]=[C:3]([C@H:5]2[CH2:10][CH2:9][C@H:8]([CH3:11])[CH2:7][CH2:6]2)[N:23]=1)[CH2:24][C:25]1[S:26][C:27]([CH2:30][CH3:31])=[CH:28][CH:29]=1)([CH3:13])([CH3:14])[CH3:15]. (3) Given the reactants [CH:1]([O:4][C:5]1[CH:10]=[CH:9][C:8]([OH:11])=[CH:7][CH:6]=1)([CH3:3])[CH3:2].Br[C:13]1[S:14][CH:15]=[CH:16][N:17]=1.C(=O)([O-])[O-].[K+].[K+].O, predict the reaction product. The product is: [CH:1]([O:4][C:5]1[CH:10]=[CH:9][C:8]([O:11][C:13]2[S:14][CH:15]=[CH:16][N:17]=2)=[CH:7][CH:6]=1)([CH3:3])[CH3:2]. (4) Given the reactants [Cl:1][C:2]1[C:7]([O:8][CH3:9])=[CH:6][C:5]([O:10][CH3:11])=[C:4]([Cl:12])[C:3]=1[C:13]1[CH:14]=[C:15]2[C:20](=[CH:21][CH:22]=1)[N:19]=[C:18]([NH:23][C@@H:24]1[CH2:28][C@@H:27]([C:29](=[O:33])[N:30]([CH3:32])[CH3:31])[CH2:26][C@@H:25]1[NH:34]C(=O)OC(C)(C)C)[N:17]=[CH:16]2.Cl, predict the reaction product. The product is: [NH2:34][C@@H:25]1[C@H:24]([NH:23][C:18]2[N:17]=[CH:16][C:15]3[C:20](=[CH:21][CH:22]=[C:13]([C:3]4[C:4]([Cl:12])=[C:5]([O:10][CH3:11])[CH:6]=[C:7]([O:8][CH3:9])[C:2]=4[Cl:1])[CH:14]=3)[N:19]=2)[CH2:28][C@@H:27]([C:29]([N:30]([CH3:32])[CH3:31])=[O:33])[CH2:26]1. (5) Given the reactants [ClH:1].[CH:2]1([O:8][C:9]([C:11]2[N:12]=[C:13]([CH:16]3[CH2:21][CH2:20][N:19](C(OC(C)(C)C)=O)[CH2:18][CH2:17]3)[S:14][CH:15]=2)=[O:10])[CH2:7][CH2:6][CH2:5][CH2:4][CH2:3]1, predict the reaction product. The product is: [Cl-:1].[CH:2]1([O:8][C:9]([C:11]2[N:12]=[C:13]([CH:16]3[CH2:17][CH2:18][NH2+:19][CH2:20][CH2:21]3)[S:14][CH:15]=2)=[O:10])[CH2:7][CH2:6][CH2:5][CH2:4][CH2:3]1. (6) The product is: [NH2:15][C:13]([C:7]1[C:8]([CH3:12])=[N:9][C:10]2[C:5]([C:6]=1[NH:17][C:18]1[CH:19]=[C:20]([CH:26]=[CH:27][CH:28]=1)[C:21]([O:23][CH2:24][CH3:25])=[O:22])=[CH:4][CH:3]=[C:2]([Br:1])[CH:11]=2)=[O:14]. Given the reactants [Br:1][C:2]1[CH:11]=[C:10]2[C:5]([C:6](Cl)=[C:7]([C:13]([NH2:15])=[O:14])[C:8]([CH3:12])=[N:9]2)=[CH:4][CH:3]=1.[NH2:17][C:18]1[CH:19]=[C:20]([CH:26]=[CH:27][CH:28]=1)[C:21]([O:23][CH2:24][CH3:25])=[O:22], predict the reaction product.